This data is from Reaction yield outcomes from USPTO patents with 853,638 reactions. The task is: Predict the reaction yield, written as a fraction of the theoretical maximum amount of product (1.0 means a 100% yield; for example, 0.34 means a 34% yield). (1) The reactants are C1N2CN3CN(C2)CN1C3.[Cl:11][C:12]1[CH:17]=[CH:16][CH:15]=[C:14]([CH3:18])[C:13]=1[OH:19].FC(F)(F)[C:22](O)=[O:23]. No catalyst specified. The product is [Cl:11][C:12]1[CH:17]=[C:16]([CH:15]=[C:14]([CH3:18])[C:13]=1[OH:19])[CH:22]=[O:23]. The yield is 0.350. (2) The reactants are [Cl-].[Li+].[Cu](C#N)C#N.[CH:8]1([Mg]Cl)[CH2:12][CH2:11][CH2:10][CH2:9]1.C(OCC)C.[C:20]([O:24][CH3:25])(=[O:23])[C:21]#[CH:22].[I:26]I. The catalyst is O1CCCC1. The product is [CH3:25][O:24][C:20](=[O:23])/[C:21](/[I:26])=[CH:22]\[CH:8]1[CH2:12][CH2:11][CH2:10][CH2:9]1. The yield is 0.970. (3) The reactants are [CH3:1][P:2](=[O:7])([CH:5]=[CH2:6])[CH:3]=[CH2:4].[CH2:8]([NH2:15])[C:9]1[CH:14]=[CH:13][CH:12]=[CH:11][CH:10]=1. The catalyst is C1COCC1.O. The product is [CH2:8]([N:15]1[CH2:6][CH2:5][P:2](=[O:7])([CH3:1])[CH2:3][CH2:4]1)[C:9]1[CH:14]=[CH:13][CH:12]=[CH:11][CH:10]=1. The yield is 0.700. (4) The product is [Cl:1][C:2]1[C:3]2[CH:14]=[CH:13][CH:12]=[CH:11][C:4]=2[S:5][C:6]=1[CH2:7][CH2:8][CH:9]([OH:10])[C:15]#[CH:16]. The reactants are [Cl:1][C:2]1[C:3]2[CH:14]=[CH:13][CH:12]=[CH:11][C:4]=2[S:5][C:6]=1[CH2:7][CH2:8][CH:9]=[O:10].[C:15]([Mg]Br)#[CH:16].[NH4+].[Cl-]. The yield is 0.930. The catalyst is C1COCC1. (5) The reactants are C(OC([N:8]1[C:12]2[CH:13]=[CH:14][CH:15]=[CH:16][C:11]=2[N:10]=[C:9]1[CH2:17][NH:18][CH:19]1[C:28]2[N:27]=[CH:26][CH:25]=[CH:24][C:23]=2[CH2:22][CH2:21][CH2:20]1)=O)(C)(C)C.[CH:29]1[C:34]([CH:35]=O)=[CH:33][C:32]2[O:37][CH2:38][O:39][C:31]=2[CH:30]=1.CC(O)=O.[BH-](OC(C)=O)(OC(C)=O)OC(C)=O.[Na+]. The catalyst is C1COCC1.C(Cl)Cl.FC(F)(F)C(O)=O. The product is [O:39]1[C:31]2[CH:30]=[CH:29][C:34]([CH2:35][N:18]([CH2:17][C:9]3[NH:8][C:12]4[CH:13]=[CH:14][CH:15]=[CH:16][C:11]=4[N:10]=3)[CH:19]3[C:28]4[N:27]=[CH:26][CH:25]=[CH:24][C:23]=4[CH2:22][CH2:21][CH2:20]3)=[CH:33][C:32]=2[O:37][CH2:38]1. The yield is 0.330. (6) The reactants are [Cl:1][C:2]1[CH:7]=[CH:6][C:5]([CH:8]2[CH2:13][CH2:12][CH:11]([C:14]3(Cl)[CH:23]([Cl:24])[C:22](=[O:25])[C:21]4[C:16](=[CH:17][CH:18]=[CH:19][CH:20]=4)[C:15]3=[O:26])[CH2:10][CH2:9]2)=[CH:4][CH:3]=1.C([O-])(=O)C.[Na+].O. The catalyst is C(O)(=O)C. The product is [Cl:1][C:2]1[CH:3]=[CH:4][C:5]([C@H:8]2[CH2:13][CH2:12][C@H:11]([C:14]3[C:15](=[O:26])[C:16]4[C:21]([C:22](=[O:25])[C:23]=3[Cl:24])=[CH:20][CH:19]=[CH:18][CH:17]=4)[CH2:10][CH2:9]2)=[CH:6][CH:7]=1. The yield is 0.893. (7) The reactants are [NH:1]1[C:9]2[CH:8]=[CH:7][CH:6]=[C:5]([OH:10])[C:4]=2[CH:3]=[N:2]1.[N+:11]([C:14]1[CH:39]=[CH:38][C:17](C(O[C@H]2CC[C@@H](N3C(=O)C4C(=CC=CC=4)C3=O)CC2)=O)=[CH:16][CH:15]=1)([O-])=O.O[C@@H]1CC[C@H](N2C(=O)C3C(=CC=CC=3)C2=O)CC1.C1(P(C2C=CC=CC=2)C2C=CC=CC=2)C=CC=CC=1.N(C(OCC1C=CC=CC=1)=O)=NC(OCC1C=CC=CC=1)=O.ClCCl. The catalyst is O1CCCC1. The product is [NH:1]1[C:9]2[C:4](=[C:5]([O:10][C@H:17]3[CH2:38][CH2:39][C@H:14]([NH2:11])[CH2:15][CH2:16]3)[CH:6]=[CH:7][CH:8]=2)[CH:3]=[N:2]1. The yield is 0.0560. (8) The reactants are [CH3:1][O:2][C:3]1[CH:27]=[CH:26][C:6]([CH2:7][N:8]2[C:12]3=[N:13][CH:14]=[CH:15][C:16]([O:17][C:18]4[CH:23]=[CH:22][C:21]([NH2:24])=[CH:20][C:19]=4[F:25])=[C:11]3[CH:10]=[N:9]2)=[CH:5][CH:4]=1.FC1C=CC([NH:35][C:36]([C:38]2([C:41](O)=[O:42])[CH2:40][CH2:39]2)=[O:37])=CC=1.C1(C(O)=O)(C(O)=O)CC1.[F:53][C:54]1[CH:60]=[CH:59][C:57](N)=[CH:56][CH:55]=1.Cl.C(N=C=NCCCN(C)C)C. The catalyst is CC(N(C)C)=O.CCOC(C)=O.O. The product is [CH3:1][O:2][C:3]1[CH:4]=[CH:5][C:6]([CH2:7][N:8]2[C:12]3=[N:13][CH:14]=[CH:15][C:16]([O:17][C:18]4[CH:23]=[CH:22][C:21]([N:24]([C:57]5[CH:59]=[CH:60][C:54]([F:53])=[CH:55][CH:56]=5)[C:41]([C:38]5([C:36]([NH2:35])=[O:37])[CH2:39][CH2:40]5)=[O:42])=[CH:20][C:19]=4[F:25])=[C:11]3[CH:10]=[N:9]2)=[CH:26][CH:27]=1. The yield is 0.330.